From a dataset of NCI-60 drug combinations with 297,098 pairs across 59 cell lines. Regression. Given two drug SMILES strings and cell line genomic features, predict the synergy score measuring deviation from expected non-interaction effect. (1) Drug 1: CC1=C(C(CCC1)(C)C)C=CC(=CC=CC(=CC(=O)O)C)C. Drug 2: COCCOC1=C(C=C2C(=C1)C(=NC=N2)NC3=CC=CC(=C3)C#C)OCCOC.Cl. Cell line: HCT116. Synergy scores: CSS=2.35, Synergy_ZIP=8.91, Synergy_Bliss=6.45, Synergy_Loewe=-0.321, Synergy_HSA=2.58. (2) Drug 1: COC1=CC(=CC(=C1O)OC)C2C3C(COC3=O)C(C4=CC5=C(C=C24)OCO5)OC6C(C(C7C(O6)COC(O7)C8=CC=CS8)O)O. Drug 2: C1C(C(OC1N2C=C(C(=O)NC2=O)F)CO)O. Cell line: MDA-MB-435. Synergy scores: CSS=13.0, Synergy_ZIP=-6.02, Synergy_Bliss=-1.83, Synergy_Loewe=-2.26, Synergy_HSA=-1.97. (3) Drug 1: CC1=CC2C(CCC3(C2CCC3(C(=O)C)OC(=O)C)C)C4(C1=CC(=O)CC4)C. Drug 2: C(=O)(N)NO. Cell line: CCRF-CEM. Synergy scores: CSS=34.5, Synergy_ZIP=-10.8, Synergy_Bliss=0.745, Synergy_Loewe=-1.87, Synergy_HSA=2.52. (4) Drug 1: C1CC2CC3=C(CC1C24CN(S(=O)(=O)N4)CC(F)(F)F)C=CC(=C3)C=CCN5CCC(CC5)C(F)(F)F. Drug 2: CC1CCC2CC(C(=CC=CC=CC(CC(C(=O)C(C(C(=CC(C(=O)CC(OC(=O)C3CCCCN3C(=O)C(=O)C1(O2)O)C(C)CC4CCC(C(C4)OC)OP(=O)(C)C)C)C)O)OC)C)C)C)OC. Cell line: SK-OV-3. Synergy scores: CSS=40.6, Synergy_ZIP=14.7, Synergy_Bliss=16.5, Synergy_Loewe=11.8, Synergy_HSA=17.3. (5) Drug 1: CCC1=CC2CC(C3=C(CN(C2)C1)C4=CC=CC=C4N3)(C5=C(C=C6C(=C5)C78CCN9C7C(C=CC9)(C(C(C8N6C)(C(=O)OC)O)OC(=O)C)CC)OC)C(=O)OC.C(C(C(=O)O)O)(C(=O)O)O. Drug 2: CC1=C2C(C(=O)C3(C(CC4C(C3C(C(C2(C)C)(CC1OC(=O)C(C(C5=CC=CC=C5)NC(=O)OC(C)(C)C)O)O)OC(=O)C6=CC=CC=C6)(CO4)OC(=O)C)O)C)O. Cell line: RXF 393. Synergy scores: CSS=48.1, Synergy_ZIP=-12.6, Synergy_Bliss=-5.48, Synergy_Loewe=-2.81, Synergy_HSA=-0.814. (6) Drug 1: CC1=C2C(C(=O)C3(C(CC4C(C3C(C(C2(C)C)(CC1OC(=O)C(C(C5=CC=CC=C5)NC(=O)C6=CC=CC=C6)O)O)OC(=O)C7=CC=CC=C7)(CO4)OC(=O)C)O)C)OC(=O)C. Drug 2: CC12CCC3C(C1CCC2OP(=O)(O)O)CCC4=C3C=CC(=C4)OC(=O)N(CCCl)CCCl.[Na+]. Cell line: A549. Synergy scores: CSS=74.0, Synergy_ZIP=21.2, Synergy_Bliss=20.2, Synergy_Loewe=4.21, Synergy_HSA=22.1. (7) Drug 1: CN(C)C1=NC(=NC(=N1)N(C)C)N(C)C. Drug 2: C1CC(C1)(C(=O)O)C(=O)O.[NH2-].[NH2-].[Pt+2]. Cell line: HT29. Synergy scores: CSS=9.90, Synergy_ZIP=5.29, Synergy_Bliss=6.30, Synergy_Loewe=-7.07, Synergy_HSA=0.727. (8) Drug 1: C1=C(C(=O)NC(=O)N1)F. Drug 2: C1=NC2=C(N=C(N=C2N1C3C(C(C(O3)CO)O)O)F)N. Cell line: DU-145. Synergy scores: CSS=34.8, Synergy_ZIP=-2.58, Synergy_Bliss=-4.12, Synergy_Loewe=-5.62, Synergy_HSA=-2.57. (9) Drug 1: C1=CC(=CC=C1C#N)C(C2=CC=C(C=C2)C#N)N3C=NC=N3. Drug 2: B(C(CC(C)C)NC(=O)C(CC1=CC=CC=C1)NC(=O)C2=NC=CN=C2)(O)O. Cell line: TK-10. Synergy scores: CSS=41.4, Synergy_ZIP=0.0752, Synergy_Bliss=-1.57, Synergy_Loewe=-19.9, Synergy_HSA=-0.454. (10) Drug 1: CC1CCC2CC(C(=CC=CC=CC(CC(C(=O)C(C(C(=CC(C(=O)CC(OC(=O)C3CCCCN3C(=O)C(=O)C1(O2)O)C(C)CC4CCC(C(C4)OC)O)C)C)O)OC)C)C)C)OC. Drug 2: CCN(CC)CCNC(=O)C1=C(NC(=C1C)C=C2C3=C(C=CC(=C3)F)NC2=O)C. Cell line: EKVX. Synergy scores: CSS=2.47, Synergy_ZIP=-2.94, Synergy_Bliss=-2.31, Synergy_Loewe=-1.22, Synergy_HSA=-0.315.